Dataset: Reaction yield outcomes from USPTO patents with 853,638 reactions. Task: Predict the reaction yield, written as a fraction of the theoretical maximum amount of product (1.0 means a 100% yield; for example, 0.34 means a 34% yield). The reactants are [CH:1]1([C:4]([N:6]2[CH2:11][CH2:10][N:9]([C:12]([C:14]3[NH:15][C:16]4[C:21]([CH:22]=3)=[CH:20][C:19]([C:23]([N:25]3[CH2:30][CH2:29][N:28]([CH:31]([CH3:33])[CH3:32])[CH2:27][CH2:26]3)=[O:24])=[CH:18][CH:17]=4)=[O:13])[CH2:8][CH2:7]2)=[O:5])[CH2:3][CH2:2]1.[F:34][C:35]([F:46])([F:45])[C:36]1[CH:37]=[C:38](B(O)O)[CH:39]=[CH:40][CH:41]=1. No catalyst specified. The product is [CH:1]1([C:4]([N:6]2[CH2:7][CH2:8][N:9]([C:12]([C:14]3[N:15]([C:40]4[CH:39]=[CH:38][CH:37]=[C:36]([C:35]([F:46])([F:45])[F:34])[CH:41]=4)[C:16]4[C:21]([CH:22]=3)=[CH:20][C:19]([C:23]([N:25]3[CH2:30][CH2:29][N:28]([CH:31]([CH3:33])[CH3:32])[CH2:27][CH2:26]3)=[O:24])=[CH:18][CH:17]=4)=[O:13])[CH2:10][CH2:11]2)=[O:5])[CH2:3][CH2:2]1. The yield is 0.790.